This data is from NCI-60 drug combinations with 297,098 pairs across 59 cell lines. The task is: Regression. Given two drug SMILES strings and cell line genomic features, predict the synergy score measuring deviation from expected non-interaction effect. (1) Synergy scores: CSS=-2.88, Synergy_ZIP=4.59, Synergy_Bliss=5.02, Synergy_Loewe=-0.487, Synergy_HSA=-2.61. Cell line: OVCAR3. Drug 1: CC1=C(C=C(C=C1)C(=O)NC2=CC(=CC(=C2)C(F)(F)F)N3C=C(N=C3)C)NC4=NC=CC(=N4)C5=CN=CC=C5. Drug 2: C1=NNC2=C1C(=O)NC=N2. (2) Drug 2: CC12CCC3C(C1CCC2OP(=O)(O)O)CCC4=C3C=CC(=C4)OC(=O)N(CCCl)CCCl.[Na+]. Drug 1: C(=O)(N)NO. Cell line: ACHN. Synergy scores: CSS=1.82, Synergy_ZIP=-2.42, Synergy_Bliss=-3.09, Synergy_Loewe=-1.73, Synergy_HSA=-1.58.